This data is from Reaction yield outcomes from USPTO patents with 853,638 reactions. The task is: Predict the reaction yield, written as a fraction of the theoretical maximum amount of product (1.0 means a 100% yield; for example, 0.34 means a 34% yield). (1) The catalyst is ClCCl. The yield is 0.620. The reactants are [Cl:1][C:2]1[C:25]([O:26][CH3:27])=[CH:24][CH:23]=[CH:22][C:3]=1[O:4][C:5]1[CH2:9][N:8]([CH:10]([CH2:14][CH:15]2[CH2:20][CH2:19][O:18][CH2:17][CH2:16]2)[C:11](O)=[O:12])[C:7](=[O:21])[CH:6]=1.CN(C)CCCN=C=NCC.ON1C2C=CC=CC=2N=N1.[NH2:49][C:50]1[CH:54]=[CH:53][N:52]([CH2:55][C:56]([CH3:59])([OH:58])[CH3:57])[N:51]=1. The product is [Cl:1][C:2]1[C:25]([O:26][CH3:27])=[CH:24][CH:23]=[CH:22][C:3]=1[O:4][C:5]1[CH2:9][N:8]([CH:10]([CH2:14][CH:15]2[CH2:20][CH2:19][O:18][CH2:17][CH2:16]2)[C:11]([NH:49][C:50]2[CH:54]=[CH:53][N:52]([CH2:55][C:56]([OH:58])([CH3:57])[CH3:59])[N:51]=2)=[O:12])[C:7](=[O:21])[CH:6]=1. (2) The reactants are [CH3:1][O:2][C:3]([C:5]1[C:6]2[CH2:7][C:8]([CH3:24])([CH3:23])[CH:9]([C:16]3[CH:21]=[CH:20][CH:19]=[C:18](Br)[CH:17]=3)[NH:10][C:11]=2[CH:12]=[CH:13][C:14]=1[F:15])=[O:4].[NH:25]1[CH2:30][CH2:29][O:28][CH2:27][CH2:26]1.Cl.CN(C)CC(O)=O.C(=O)([O-])[O-].[K+].[K+]. The catalyst is CS(C)=O.[Cu]I. The product is [CH3:1][O:2][C:3]([C:5]1[C:6]2[CH2:7][C:8]([CH3:24])([CH3:23])[CH:9]([C:16]3[CH:21]=[CH:20][CH:19]=[C:18]([N:25]4[CH2:30][CH2:29][O:28][CH2:27][CH2:26]4)[CH:17]=3)[NH:10][C:11]=2[CH:12]=[CH:13][C:14]=1[F:15])=[O:4]. The yield is 0.800. (3) The reactants are [O:1]=[C:2]1[C:7]([CH2:8][C:9]2[CH:14]=[CH:13][C:12]([C:15]3[C:16]([C:21]#[N:22])=[CH:17][CH:18]=[CH:19][CH:20]=3)=[CH:11][CH:10]=2)=[C:6]([CH2:23][CH2:24][CH3:25])[N:5]2[N:26]=[CH:27][N:28]=[C:4]2[NH:3]1.[CH3:29][CH:30]([O:32][C:33]1[CH:38]=[CH:37][C:36](B(O)O)=[CH:35][CH:34]=1)[CH3:31].C(N(CC)CC)C.N1C=CC=CC=1. The catalyst is ClCCl.C(OCC)(=O)C.C([O-])(=O)C.[Cu+2].C([O-])(=O)C. The product is [CH3:29][CH:30]([O:32][C:33]1[CH:38]=[CH:37][C:36]([N:3]2[C:2](=[O:1])[C:7]([CH2:8][C:9]3[CH:10]=[CH:11][C:12]([C:15]4[C:16]([C:21]#[N:22])=[CH:17][CH:18]=[CH:19][CH:20]=4)=[CH:13][CH:14]=3)=[C:6]([CH2:23][CH2:24][CH3:25])[N:5]3[N:26]=[CH:27][N:28]=[C:4]23)=[CH:35][CH:34]=1)[CH3:31]. The yield is 0.820. (4) The reactants are [CH3:1][O:2][C:3]([C@@H:5]([N:13]1[CH2:21][C:17]2[CH:18]=[CH:19][S:20][C:16]=2[CH2:15][CH2:14]1)[C:6]1[CH:7]=[CH:8][CH:9]=[CH:10][C:11]=1[Cl:12])=[O:4].[S:22](=[O:26])(=[O:25])([OH:24])[OH:23]. The catalyst is C(O)C.C(OC)(C)(C)C. The product is [CH3:1][O:2][C:3]([C@@H:5]([N:13]1[CH2:21][C:17]2[CH:18]=[CH:19][S:20][C:16]=2[CH2:15][CH2:14]1)[C:6]1[C:11]([Cl:12])=[CH:10][CH:9]=[CH:8][CH:7]=1)=[O:4].[OH:25][S:22]([OH:26])(=[O:24])=[O:23]. The yield is 0.560. (5) The reactants are [OH:1][CH2:2][C:3]1[S:7][C:6]([NH:8][S:9]([C:12]2[CH:17]=[CH:16][C:15]([NH:18]C(=O)C)=[CH:14][CH:13]=2)(=[O:11])=[O:10])=[N:5][N:4]=1.Cl. No catalyst specified. The product is [NH2:18][C:15]1[CH:16]=[CH:17][C:12]([S:9]([NH:8][C:6]2[S:7][C:3]([CH2:2][OH:1])=[N:4][N:5]=2)(=[O:11])=[O:10])=[CH:13][CH:14]=1. The yield is 0.680. (6) The reactants are [F:1][C:2]([F:7])([F:6])[C:3]([OH:5])=[O:4].C([O:15][C:16](=[O:41])[C:17]([CH2:39][CH3:40])([CH2:37][CH3:38])[CH2:18][C:19]1[S:20][C:21]([C:24]([O:26][C:27]2[CH:32]=[CH:31][C:30]([C:33](=[NH:35])[NH2:34])=[CH:29][C:28]=2[F:36])=[O:25])=[CH:22][CH:23]=1)C1C=CC=CC=1. The catalyst is CC(O)C.O.[OH-].[Pd+2].[OH-]. The product is [F:1][C:2]([F:7])([F:6])[C:3]([OH:5])=[O:4].[C:33]([C:30]1[CH:31]=[CH:32][C:27]([O:26][C:24]([C:21]2[S:20][C:19]([CH2:18][C:17]([CH2:39][CH3:40])([CH2:37][CH3:38])[C:16]([OH:41])=[O:15])=[CH:23][CH:22]=2)=[O:25])=[C:28]([F:36])[CH:29]=1)(=[NH:34])[NH2:35]. The yield is 0.990. (7) The reactants are Br[C:2]1[CH:7]=[C:6]([O:8][CH2:9][CH3:10])[CH:5]=[CH:4][C:3]=1[CH3:11].C([O-])(=O)C.[K+].[CH3:17][C:18]1([CH3:34])[C:22]([CH3:24])([CH3:23])[O:21][B:20]([B:20]2[O:21][C:22]([CH3:24])([CH3:23])[C:18]([CH3:34])([CH3:17])[O:19]2)[O:19]1.C(Cl)Cl. The catalyst is CN(C=O)C.C1C=CC(P(C2C=CC=CC=2)[C-]2C=CC=C2)=CC=1.C1C=CC(P(C2C=CC=CC=2)[C-]2C=CC=C2)=CC=1.Cl[Pd]Cl.[Fe+2]. The product is [CH2:9]([O:8][C:6]1[CH:5]=[CH:4][C:3]([CH3:11])=[C:2]([B:20]2[O:21][C:22]([CH3:24])([CH3:23])[C:18]([CH3:34])([CH3:17])[O:19]2)[CH:7]=1)[CH3:10]. The yield is 0.506. (8) The reactants are [Cl:1][C:2]1[CH:7]=[C:6]([Cl:8])[CH:5]=[CH:4][C:3]=1[C:9]1[N:10]([C:17]2[CH:22]=[CH:21][C:20]([O:23][CH3:24])=[CH:19][CH:18]=2)[CH:11]=[C:12]([C:14](O)=[O:15])[N:13]=1.CN(C(F)=[N+](C)C)C.F[P-](F)(F)(F)(F)F.CCN(C(C)C)C(C)C.Cl.[NH2:50][C@@H:51]1[CH2:56][CH2:55][CH2:54][CH2:53][C@H:52]1[OH:57]. The catalyst is ClCCCl. The product is [Cl:1][C:2]1[CH:7]=[C:6]([Cl:8])[CH:5]=[CH:4][C:3]=1[C:9]1[N:10]([C:17]2[CH:22]=[CH:21][C:20]([O:23][CH3:24])=[CH:19][CH:18]=2)[CH:11]=[C:12]([C:14]([NH:50][C@@H:51]2[CH2:56][CH2:55][CH2:54][CH2:53][C@H:52]2[OH:57])=[O:15])[N:13]=1. The yield is 0.230. (9) The reactants are [Br:1][C:2]1[N:7]=[CH:6][C:5]2[C:8]([CH:21]=O)=[CH:9][N:10]([S:11]([C:14]3[CH:19]=[CH:18][CH:17]=[C:16]([F:20])[CH:15]=3)(=[O:13])=[O:12])[C:4]=2[CH:3]=1.[C:23]([BH3-])#[N:24].[Na+].CN.O1CCCC1.C(=O)(O)[O-].[Na+]. The catalyst is CO. The product is [Br:1][C:2]1[N:7]=[CH:6][C:5]2[C:8]([CH2:21][NH:24][CH3:23])=[CH:9][N:10]([S:11]([C:14]3[CH:19]=[CH:18][CH:17]=[C:16]([F:20])[CH:15]=3)(=[O:13])=[O:12])[C:4]=2[CH:3]=1. The yield is 0.482.